From a dataset of M1 muscarinic receptor antagonist screen with 61,756 compounds. Binary Classification. Given a drug SMILES string, predict its activity (active/inactive) in a high-throughput screening assay against a specified biological target. (1) The drug is s1c2ncnc(OCC(=O)c3c(n(c(c3)C)C)C)c2cc1. The result is 0 (inactive). (2) The molecule is O(C(=O)C=1C(C(=C(NC1C)C)C(OCC)=O)c1[nH]c2c(n1)cccc2)CC. The result is 0 (inactive). (3) The compound is s1c(C(=O)N2CCN(CC2)Cc2ccccc2)c(c2c(N3CCOCC3)ncnc12)C. The result is 0 (inactive). (4) The molecule is O=C(Nc1c(cc2OCOc2c1)C(=O)C)CN1CCc2c(C1)cccc2. The result is 0 (inactive). (5) The drug is N1(CCCCC1)c1nc(cc(N(C)C)c1C#N)C. The result is 0 (inactive).